This data is from Full USPTO retrosynthesis dataset with 1.9M reactions from patents (1976-2016). The task is: Predict the reactants needed to synthesize the given product. (1) The reactants are: [N+:1]([C:4]1[C:12]2[C:7](=[CH:8][CH:9]=[C:10]([C:13]([NH:15][NH2:16])=[O:14])[CH:11]=2)[NH:6][CH:5]=1)([O-:3])=[O:2].[CH:17]([N:20]=[C:21]=[S:22])([CH3:19])[CH3:18]. Given the product [CH:17]([NH:20][C:21]([NH:16][NH:15][C:13]([C:10]1[CH:11]=[C:12]2[C:7](=[CH:8][CH:9]=1)[NH:6][CH:5]=[C:4]2[N+:1]([O-:3])=[O:2])=[O:14])=[S:22])([CH3:19])[CH3:18], predict the reactants needed to synthesize it. (2) Given the product [CH2:12]([N:1]1[C:5]2[CH:6]=[CH:7][CH:8]=[CH:9][C:4]=2[N:3]=[CH:2]1)[C:11]#[CH:10], predict the reactants needed to synthesize it. The reactants are: [NH:1]1[C:5]2[CH:6]=[CH:7][CH:8]=[CH:9][C:4]=2[N:3]=[CH:2]1.[CH3:10][C:11](C)([O-])[CH3:12].[K+].O1CCCC1.C(Br)C#C.C(=O)(O)[O-].[Na+].N. (3) Given the product [CH2:21]([O:23][C:24](=[O:32])[C:25]1[CH:30]=[CH:29][C:28]([C:20]#[C:19][C:16]2[CH:15]=[CH:14][C:13]([C:10]3([N:8]([CH2:1][C:2]4[CH:3]=[CH:4][CH:5]=[CH:6][CH:7]=4)[CH3:9])[CH2:12][CH2:11]3)=[CH:18][CH:17]=2)=[CH:27][CH:26]=1)[CH3:22], predict the reactants needed to synthesize it. The reactants are: [CH2:1]([N:8]([C:10]1([C:13]2[CH:18]=[CH:17][C:16]([C:19]#[CH:20])=[CH:15][CH:14]=2)[CH2:12][CH2:11]1)[CH3:9])[C:2]1[CH:7]=[CH:6][CH:5]=[CH:4][CH:3]=1.[CH2:21]([O:23][C:24](=[O:32])[C:25]1[CH:30]=[CH:29][C:28](I)=[CH:27][CH:26]=1)[CH3:22]. (4) Given the product [CH:22]1([C:20]([N:17]2[CH2:18][CH2:19][C@@H:15]([CH2:14][N:9]3[C:8]([C:5]4[CH:6]=[CH:7][C:2]([C:33]5[CH:41]=[C:40]6[C:36]([CH:37]=[N:38][NH:39]6)=[CH:35][CH:34]=5)=[CH:3][CH:4]=4)=[N:12][NH:11][C:10]3=[O:13])[CH2:16]2)=[O:21])[CH2:24][CH2:23]1, predict the reactants needed to synthesize it. The reactants are: Br[C:2]1[CH:7]=[CH:6][C:5]([C:8]2[N:9]([CH2:14][C@@H:15]3[CH2:19][CH2:18][N:17]([C:20]([CH:22]4[CH2:24][CH2:23]4)=[O:21])[CH2:16]3)[C:10](=[O:13])[NH:11][N:12]=2)=[CH:4][CH:3]=1.CC1(C)C(C)(C)OB([C:33]2[CH:41]=[C:40]3[C:36]([CH:37]=[N:38][N:39]3C(OC(C)(C)C)=O)=[CH:35][CH:34]=2)O1.[O-]P([O-])([O-])=O.[K+].[K+].[K+]. (5) Given the product [CH2:1]([O:8][C:9]([N:11]1[CH2:15][CH:14]([O:16][CH3:17])[C:13]([NH:24][C:46]([O:48][C:49]([CH3:52])([CH3:51])[CH3:50])=[O:47])([CH3:21])[CH2:12]1)=[O:10])[C:2]1[CH:3]=[CH:4][CH:5]=[CH:6][CH:7]=1, predict the reactants needed to synthesize it. The reactants are: [CH2:1]([O:8][C:9]([N:11]1[CH2:15][CH:14]([O:16][CH3:17])[C:13]([CH3:21])(C(O)=O)[CH2:12]1)=[O:10])[C:2]1[CH:7]=[CH:6][CH:5]=[CH:4][CH:3]=1.C([N:24](CC)CC)C.C1(P(N=[N+]=[N-])(C2C=CC=CC=2)=O)C=CC=CC=1.[C:46](O[C:46]([O:48][C:49]([CH3:52])([CH3:51])[CH3:50])=[O:47])([O:48][C:49]([CH3:52])([CH3:51])[CH3:50])=[O:47]. (6) Given the product [F:36]/[C:21](/[C:17]1[CH:18]=[C:19]([CH3:20])[N:15]([CH2:14][C:10]2[CH:9]=[C:8]([C:5]3([OH:4])[CH2:7][CH2:6]3)[CH:13]=[CH:12][CH:11]=2)[N:16]=1)=[CH:22]\[C:23]1[CH:24]=[CH:25][C:26]([C:29]([CH3:35])([CH3:34])[C:30]([F:31])([F:32])[F:33])=[CH:27][CH:28]=1, predict the reactants needed to synthesize it. The reactants are: C([O:4][C:5]1([C:8]2[CH:13]=[CH:12][CH:11]=[C:10]([CH2:14][N:15]3[C:19]([CH3:20])=[CH:18][C:17](/[C:21](/[F:36])=[CH:22]/[C:23]4[CH:28]=[CH:27][C:26]([C:29]([CH3:35])([CH3:34])[C:30]([F:33])([F:32])[F:31])=[CH:25][CH:24]=4)=[N:16]3)[CH:9]=2)[CH2:7][CH2:6]1)(=O)C.C[Mg]Br. (7) The reactants are: [Br:1][C:2]1[CH:10]=[C:9]([CH:11]([O:13][CH2:14][C:15]2([C:28]3[CH:33]=[CH:32][C:31]([F:34])=[CH:30][CH:29]=3)[CH2:20][CH2:19][N:18](C(OC(C)(C)C)=O)[CH2:17][CH2:16]2)[CH3:12])[C:8]2[C:4](=[CH:5][N:6](COCC[Si](C)(C)C)[N:7]=2)[CH:3]=1. Given the product [Br:1][C:2]1[CH:10]=[C:9]([CH:11]([O:13][CH2:14][C:15]2([C:28]3[CH:33]=[CH:32][C:31]([F:34])=[CH:30][CH:29]=3)[CH2:20][CH2:19][NH:18][CH2:17][CH2:16]2)[CH3:12])[C:8]2[C:4](=[CH:5][NH:6][N:7]=2)[CH:3]=1, predict the reactants needed to synthesize it. (8) Given the product [Br:1][C:2]1[C:10]([O:11][CH2:12][CH3:13])=[CH:9][C:5]([C:6]([O:8][C:30]([CH3:32])([CH3:31])[CH3:29])=[O:7])=[CH:4][C:3]=1[O:14][CH2:15][CH3:16], predict the reactants needed to synthesize it. The reactants are: [Br:1][C:2]1[C:10]([O:11][CH2:12][CH3:13])=[CH:9][C:5]([C:6]([OH:8])=[O:7])=[CH:4][C:3]=1[O:14][CH2:15][CH3:16].C1N=CN(C(N2C=NC=C2)=O)C=1.[CH3:29][C:30](O)([CH3:32])[CH3:31].C1CCN2C(=NCCC2)CC1. (9) Given the product [CH:84]1([CH2:83][N:49]([CH2:48][CH2:47][OH:46])[C:50]([C:52]2[C:57]([O:58][CH2:59][C:60]3[CH:65]=[CH:64][CH:63]=[CH:62][CH:61]=3)=[C:56]([OH:66])[N:55]=[C:54]([CH2:67][C:68]3([C:73]4[C:82]5[C:77](=[CH:78][CH:79]=[CH:80][CH:81]=5)[CH:76]=[CH:75][CH:74]=4)[CH2:69][CH2:70][CH2:71][CH2:72]3)[N:53]=2)=[O:51])[CH2:86][CH2:85]1, predict the reactants needed to synthesize it. The reactants are: OCCN(C)C(C1C(OCC2C=CC=CC=2)=C(O)N=C(CC2(C3C4C(=CC=CC=4)C=CC=3)CCCC2)N=1)=O.[Si]([O:46][CH2:47][CH2:48][N:49]([CH2:83][CH:84]1[CH2:86][CH2:85]1)[C:50]([C:52]1[C:57]([O:58][CH2:59][C:60]2[CH:65]=[CH:64][CH:63]=[CH:62][CH:61]=2)=[C:56]([OH:66])[N:55]=[C:54]([CH2:67][C:68]2([C:73]3[C:82]4[C:77](=[CH:78][CH:79]=[CH:80][CH:81]=4)[CH:76]=[CH:75][CH:74]=3)[CH2:72][CH2:71][CH2:70][CH2:69]2)[N:53]=1)=[O:51])(C(C)(C)C)(C)C.